The task is: Predict the reactants needed to synthesize the given product.. This data is from Full USPTO retrosynthesis dataset with 1.9M reactions from patents (1976-2016). (1) Given the product [CH3:12][O:11][C:9]1[CH:8]=[C:5]([CH:4]=[C:3]([O:2][CH3:1])[CH:10]=1)[CH2:6][NH:7][CH2:14][CH2:13][CH2:19][S:16]([OH:18])(=[O:17])=[O:15], predict the reactants needed to synthesize it. The reactants are: [CH3:1][O:2][C:3]1[CH:4]=[C:5]([CH:8]=[C:9]([O:11][CH3:12])[CH:10]=1)[CH2:6][NH2:7].[CH2:13]1[CH2:19][S:16](=[O:18])(=[O:17])[O:15][CH2:14]1. (2) Given the product [C:45]([C:47]1[CH:52]=[CH:51][CH:50]=[CH:49][C:48]=1[C:9]1[CH:10]=[C:11]2[C:16](=[C:17]([OH:19])[CH:18]=1)[N:15]=[CH:14][NH:13][C:12]2=[O:36])(=[O:46])[C:40]1[CH:41]=[CH:42][CH:43]=[CH:44][CH:39]=1, predict the reactants needed to synthesize it. The reactants are: CC1(C)C(C)(C)OB([C:9]2[CH:10]=[C:11]3[C:16](=[C:17]([O:19]COCC[Si](C)(C)C)[CH:18]=2)[N:15]=[CH:14][N:13](COCC[Si](C)(C)C)[C:12]3=[O:36])O1.Br[C:39]1[CH:44]=[CH:43][CH:42]=[CH:41][C:40]=1[C:45]([C:47]1[CH:52]=[CH:51][CH:50]=[CH:49][CH:48]=1)=[O:46].C(=O)([O-])[O-].[K+].[K+]. (3) Given the product [CH3:24][N:20]1[C:21](=[O:23])[C:22]2[C:14]([CH:3]=[CH:2][C:1]([N:10]3[CH2:11][CH2:12][N:7]([CH3:6])[CH2:8][CH2:9]3)=[O:4])=[C:15]([CH2:30][C:31]3[CH:36]=[CH:35][CH:34]=[CH:33][C:32]=3[C:37]([F:40])([F:39])[F:38])[S:16][C:17]=2[N:18]([CH2:26][CH:27]([CH3:29])[CH3:28])[C:19]1=[O:25], predict the reactants needed to synthesize it. The reactants are: [C:1](Cl)(=[O:4])[CH:2]=[CH2:3].[CH3:6][N:7]1[CH2:12][CH2:11][NH:10][CH2:9][CH2:8]1.Br[C:14]1[C:22]2[C:21](=[O:23])[N:20]([CH3:24])[C:19](=[O:25])[N:18]([CH2:26][CH:27]([CH3:29])[CH3:28])[C:17]=2[S:16][C:15]=1[CH2:30][C:31]1[CH:36]=[CH:35][CH:34]=[CH:33][C:32]=1[C:37]([F:40])([F:39])[F:38].C1(C)C=CC=CC=1P(C1C=CC=CC=1C)C1C=CC=CC=1C.